This data is from Forward reaction prediction with 1.9M reactions from USPTO patents (1976-2016). The task is: Predict the product of the given reaction. (1) Given the reactants [Cl:1][C:2]1[C:11]2[C:6](=[CH:7][CH:8]=[CH:9][N:10]=2)[N:5]=[CH:4][C:3]=1[NH2:12].[Cl:13][CH2:14][CH2:15][CH2:16][C:17](Cl)=[O:18], predict the reaction product. The product is: [Cl:13][CH2:14][CH2:15][CH2:16][C:17]([NH:12][C:3]1[CH:4]=[N:5][C:6]2[C:11]([C:2]=1[Cl:1])=[N:10][CH:9]=[CH:8][CH:7]=2)=[O:18]. (2) Given the reactants [CH3:1][O:2][CH2:3][CH2:4][OH:5].[H-].[Na+].F[C:9]1[CH:18]=[CH:17][CH:16]=[C:15]2[C:10]=1[C:11](=[O:19])[NH:12][CH:13]=[N:14]2, predict the reaction product. The product is: [CH3:1][O:2][CH2:3][CH2:4][O:5][C:9]1[CH:18]=[CH:17][CH:16]=[C:15]2[C:10]=1[C:11]([OH:19])=[N:12][CH:13]=[N:14]2. (3) Given the reactants [O:1]1[C:6]2[CH:7]=[CH:8][C:9]([CH2:11][C:12](=[O:16])[C:13]([OH:15])=[O:14])=[CH:10][C:5]=2[O:4][CH2:3][CH2:2]1.C(N(CC)CC)C, predict the reaction product. The product is: [O:1]1[C:6]2[CH:7]=[CH:8][C:9]([CH2:11][C@@H:12]([OH:16])[C:13]([OH:15])=[O:14])=[CH:10][C:5]=2[O:4][CH2:3][CH2:2]1. (4) The product is: [CH3:13][N:14]([CH3:16])[CH:15]=[CH:1][C:2]([C:4]1[CH:5]=[CH:6][CH:7]=[C:8]([OH:10])[CH:9]=1)=[O:3]. Given the reactants [CH3:1][C:2]([C:4]1[CH:5]=[CH:6][CH:7]=[C:8]([OH:10])[CH:9]=1)=[O:3].CO[CH:13](OC)[N:14]([CH3:16])[CH3:15], predict the reaction product. (5) Given the reactants [CH3:1][O:2][C:3]1[CH:12]=[C:11]2[C:6]([CH:7]=[CH:8][C:9]([NH:13][CH2:14][CH2:15][OH:16])=[N:10]2)=[CH:5][C:4]=1[N+:17]([O-])=O.[Cl-].[NH4+], predict the reaction product. The product is: [NH2:17][C:4]1[CH:5]=[C:6]2[C:11](=[CH:12][C:3]=1[O:2][CH3:1])[N:10]=[C:9]([NH:13][CH2:14][CH2:15][OH:16])[CH:8]=[CH:7]2. (6) The product is: [Br:8][C:6]1[CH:7]=[C:2]([N:61]2[CH2:62][CH2:63][N:58]([CH3:57])[CH2:59][CH2:60]2)[CH:3]=[N:4][CH:5]=1. Given the reactants Br[C:2]1[CH:3]=[N:4][CH:5]=[C:6]([Br:8])[CH:7]=1.C1(P(C2C=CC=CC=2)C2C3OC4C(=CC=CC=4P(C4C=CC=CC=4)C4C=CC=CC=4)C(C)(C)C=3C=CC=2)C=CC=CC=1.C(=O)([O-])[O-].[Cs+].[Cs+].[CH3:57][N:58]1[CH2:63][CH2:62][NH:61][CH2:60][CH2:59]1, predict the reaction product. (7) Given the reactants [C:1]1([C:20]2[CH:25]=[CH:24][CH:23]=[CH:22][CH:21]=2)[CH:6]=[CH:5][C:4]([CH2:7][C@H:8]2[N:12]([C:13](=[O:18])[C:14]([CH3:17])([CH3:16])[CH3:15])[C:11](=[O:19])[CH2:10][CH2:9]2)=[CH:3][CH:2]=1.[CH3:26][Si]([N-][Si](C)(C)C)(C)C.[K+].S(OC)(OC)(=O)=O, predict the reaction product. The product is: [C:1]1([C:20]2[CH:21]=[CH:22][CH:23]=[CH:24][CH:25]=2)[CH:2]=[CH:3][C:4]([CH2:7][C@H:8]2[N:12]([C:13](=[O:18])[C:14]([CH3:16])([CH3:17])[CH3:15])[C:11](=[O:19])[C@H:10]([CH3:26])[CH2:9]2)=[CH:5][CH:6]=1.